Predict which catalyst facilitates the given reaction. From a dataset of Catalyst prediction with 721,799 reactions and 888 catalyst types from USPTO. (1) Reactant: [F:1][C:2]1[C:11]2[O:10][CH2:9][CH:8]([NH:12][CH2:13][CH2:14][CH2:15][C:16]3[C:24]4[C:19](=[C:20]([O:25][CH3:26])[CH:21]=[CH:22][CH:23]=4)[NH:18][CH:17]=3)[CH2:7][C:6]=2[C:5]([C:27]([NH2:29])=[O:28])=[CH:4][CH:3]=1.[CH:30](=O)[CH2:31][CH3:32].C(O)(=O)C.C([BH3-])#N.[Na+]. Product: [F:1][C:2]1[C:11]2[O:10][CH2:9][CH:8]([N:12]([CH2:13][CH2:14][CH2:15][C:16]3[C:24]4[C:19](=[C:20]([O:25][CH3:26])[CH:21]=[CH:22][CH:23]=4)[NH:18][CH:17]=3)[CH2:30][CH2:31][CH3:32])[CH2:7][C:6]=2[C:5]([C:27]([NH2:29])=[O:28])=[CH:4][CH:3]=1. The catalyst class is: 5. (2) Reactant: [CH3:1][O:2][C:3](=[O:14])[CH2:4][O:5][C:6]1[CH:11]=[CH:10][C:9]([Cl:12])=[C:8]([NH2:13])[CH:7]=1.C([O:17][C:18](=O)[CH:19]([CH2:24][C:25]1[CH:30]=[CH:29][C:28]([Cl:31])=[CH:27][CH:26]=1)[C:20](=O)[CH2:21][CH3:22])C.CS(O)(=O)=O. Product: [CH3:1][O:2][C:3](=[O:14])[CH2:4][O:5][C:6]1[CH:11]=[CH:10][C:9]([Cl:12])=[C:8]2[C:7]=1[C:18](=[O:17])[C:19]([CH2:24][C:25]1[CH:26]=[CH:27][C:28]([Cl:31])=[CH:29][CH:30]=1)=[C:20]([CH2:21][CH3:22])[NH:13]2. The catalyst class is: 11. (3) Reactant: [C:1]([O:5][C:6]([N:8]1[CH2:14][CH2:13][C:12]2[C:15]([S:20][CH2:21][CH2:22][CH2:23][N:24]3C(=O)C4C(=CC=CC=4)C3=O)=[C:16]([Cl:19])[CH:17]=[CH:18][C:11]=2[CH2:10][CH2:9]1)=[O:7])([CH3:4])([CH3:3])[CH3:2].NN. Product: [NH2:24][CH2:23][CH2:22][CH2:21][S:20][C:15]1[C:12]2[CH2:13][CH2:14][N:8]([C:6]([O:5][C:1]([CH3:3])([CH3:2])[CH3:4])=[O:7])[CH2:9][CH2:10][C:11]=2[CH:18]=[CH:17][C:16]=1[Cl:19]. The catalyst class is: 8. (4) Product: [CH2:1]([O:3][C:4](=[O:33])[CH2:5][C:6]1[C:11]([Cl:12])=[CH:10][N:9]=[C:8]([NH:13][CH2:14][C:15]([F:23])([F:24])[C:16]2[CH:21]=[CH:20][CH:19]=[CH:18][N+:17]=2[O-:22])[C:7]=1[F:32])[CH3:2]. Reactant: [CH2:1]([O:3][C:4](=[O:33])[CH2:5][C:6]1[C:11]([Cl:12])=[CH:10][N:9]=[C:8]([N:13](C(OC(C)(C)C)=O)[CH2:14][C:15]([F:24])([F:23])[C:16]2[CH:21]=[CH:20][CH:19]=[CH:18][N+:17]=2[O-:22])[C:7]=1[F:32])[CH3:2].Cl.N#N. The catalyst class is: 25. (5) Reactant: [OH:1][C:2]1[CH:3]=[C:4]([CH2:8][NH:9][C:10](=[O:18])[C:11]2[CH:16]=[CH:15][CH:14]=[N:13][C:12]=2[NH2:17])[CH:5]=[CH:6][CH:7]=1.[CH2:19](I)[CH3:20].C(=O)([O-])[O-].[Cs+].[Cs+].CN(C=O)C. Product: [CH2:19]([O:1][C:2]1[CH:3]=[C:4]([CH2:8][NH:9][C:10](=[O:18])[C:11]2[CH:16]=[CH:15][CH:14]=[N:13][C:12]=2[NH2:17])[CH:5]=[CH:6][CH:7]=1)[CH3:20]. The catalyst class is: 6. (6) Reactant: [CH2:1]([N:8]1[CH2:14][C:13]2[CH:15]=[CH:16][C:17](Cl)=[N:18][C:12]=2[O:11][CH2:10][CH2:9]1)[C:2]1[CH:7]=[CH:6][CH:5]=[CH:4][CH:3]=1.[CH3:20][C:21]([O-:24])([CH3:23])[CH3:22].[Na+].O. Product: [CH2:1]([N:8]1[CH2:14][C:13]2[CH:15]=[CH:16][C:17]([O:24][C:21]([CH3:23])([CH3:22])[CH3:20])=[N:18][C:12]=2[O:11][CH2:10][CH2:9]1)[C:2]1[CH:7]=[CH:6][CH:5]=[CH:4][CH:3]=1. The catalyst class is: 733. (7) Reactant: [CH3:1][O:2][C:3](=[O:37])[CH2:4][CH2:5][C@H:6]([C@@H:8]1[C@:25]2([CH3:26])[C@H:11]([C:12]3[C@H:22]([CH2:23][CH2:24]2)[C@:20]2([CH3:21])[C:15]([C:16]([CH3:36])([CH3:35])[C@@H:17]([O:27][Si](C(C)(C)C)(C)C)[CH2:18][CH2:19]2)=[CH:14][CH:13]=3)[CH2:10][CH2:9]1)[CH3:7].O.[F-].C([N+](CCCC)(CCCC)CCCC)CCC. Product: [CH3:1][O:2][C:3](=[O:37])[CH2:4][CH2:5][C@H:6]([C@@H:8]1[C@:25]2([CH3:26])[C@H:11]([C:12]3[C@H:22]([CH2:23][CH2:24]2)[C@:20]2([CH3:21])[C:15]([C:16]([CH3:36])([CH3:35])[C@@H:17]([OH:27])[CH2:18][CH2:19]2)=[CH:14][CH:13]=3)[CH2:10][CH2:9]1)[CH3:7]. The catalyst class is: 1. (8) Product: [OH:8][C:9]1[CH:10]=[CH:11][C:12]([C:15]2[CH:20]=[CH:19][C:18]([CH2:21][CH:22]([CH2:25][OH:26])[CH2:23][OH:24])=[CH:17][CH:16]=2)=[CH:13][CH:14]=1. Reactant: C1(C[O:8][C:9]2[CH:14]=[CH:13][C:12]([C:15]3[CH:20]=[CH:19][C:18]([CH2:21][CH:22]([CH2:25][OH:26])[CH2:23][OH:24])=[CH:17][CH:16]=3)=[CH:11][CH:10]=2)C=CC=CC=1.C. The catalyst class is: 312. (9) Reactant: [CH2:1]([N:8]([CH2:26][CH2:27][NH:28][CH2:29][C:30]1[CH:35]=[CH:34][CH:33]=[CH:32][CH:31]=1)[CH2:9][C@@H:10]([C:22]([O:24]C)=[O:23])[NH:11][C:12]([O:14][CH2:15][C:16]1[CH:21]=[CH:20][CH:19]=[CH:18][CH:17]=1)=[O:13])[C:2]1[CH:7]=[CH:6][CH:5]=[CH:4][CH:3]=1.[OH-].[Na+]. Product: [CH2:1]([N:8]([CH2:26][CH2:27][NH:28][CH2:29][C:30]1[CH:31]=[CH:32][CH:33]=[CH:34][CH:35]=1)[CH2:9][C@@H:10]([C:22]([OH:24])=[O:23])[NH:11][C:12]([O:14][CH2:15][C:16]1[CH:17]=[CH:18][CH:19]=[CH:20][CH:21]=1)=[O:13])[C:2]1[CH:7]=[CH:6][CH:5]=[CH:4][CH:3]=1. The catalyst class is: 8.